From a dataset of Forward reaction prediction with 1.9M reactions from USPTO patents (1976-2016). Predict the product of the given reaction. (1) Given the reactants [F:1][C:2]1[CH:7]=[CH:6][C:5]([C:8]2[NH:12][C:11]([S:13]([CH3:16])(=[O:15])=[O:14])=[N:10][C:9]=2[C:17]([NH:19][C:20]2[CH:36]=[CH:35][C:23]([O:24][C:25]3[CH:30]=[CH:29][N:28]=[C:27]([C:31]([NH:33][CH3:34])=[O:32])[CH:26]=3)=[CH:22][CH:21]=2)=[O:18])=[CH:4][CH:3]=1.[C:37]([O-])([O-])=O.[K+].[K+].CI, predict the reaction product. The product is: [F:1][C:2]1[CH:7]=[CH:6][C:5]([C:8]2[N:12]([CH3:37])[C:11]([S:13]([CH3:16])(=[O:15])=[O:14])=[N:10][C:9]=2[C:17]([NH:19][C:20]2[CH:21]=[CH:22][C:23]([O:24][C:25]3[CH:30]=[CH:29][N:28]=[C:27]([C:31]([NH:33][CH3:34])=[O:32])[CH:26]=3)=[CH:35][CH:36]=2)=[O:18])=[CH:4][CH:3]=1. (2) The product is: [CH3:37][N:36]([CH3:38])[C:35]([C:33]1[N:32]([CH:40]2[CH2:44][CH2:43][CH2:42][CH2:41]2)[C:30]2[N:31]=[C:26]([NH:25][C:22]3[CH:23]=[CH:24][C:19]([N:11]4[C:12](=[O:18])[CH2:13][CH:14]5[NH:8][CH:9]([CH2:17][O:16][CH2:15]5)[CH2:10]4)=[CH:20][N:21]=3)[N:27]=[CH:28][C:29]=2[CH:34]=1)=[O:39]. Given the reactants C(OC([N:8]1[CH:14]2[CH2:15][O:16][CH2:17][CH:9]1[CH2:10][N:11]([C:19]1[CH:20]=[N:21][C:22]([NH:25][C:26]3[N:27]=[CH:28][C:29]4[CH:34]=[C:33]([C:35](=[O:39])[N:36]([CH3:38])[CH3:37])[N:32]([CH:40]5[CH2:44][CH2:43][CH2:42][CH2:41]5)[C:30]=4[N:31]=3)=[CH:23][CH:24]=1)[C:12](=[O:18])[CH2:13]2)=O)(C)(C)C.CN(C)C(C1NC2N=CN=CC=2C=1)=O, predict the reaction product. (3) Given the reactants P(Cl)(Cl)([Cl:3])=O.[Br:6][C:7]1[CH:8]=[C:9]2[N:16]([S:17]([C:20]3[CH:25]=[CH:24][CH:23]=[CH:22][CH:21]=3)(=[O:19])=[O:18])[CH:15]=[CH:14][C:10]2=[N+:11]([O-])[CH:12]=1.C(N(CC)CC)C, predict the reaction product. The product is: [C:20]1([S:17]([N:16]2[C:9]3[C:10](=[N:11][C:12]([Cl:3])=[C:7]([Br:6])[CH:8]=3)[CH:14]=[CH:15]2)(=[O:19])=[O:18])[CH:25]=[CH:24][CH:23]=[CH:22][CH:21]=1. (4) The product is: [CH3:25][N:24]([CH3:27])[CH2:23][CH2:22][NH:26][C:18]([C:10]1[C:9]2[N:8]=[C:7]3[CH:21]=[C:3]([O:2][CH3:1])[CH:4]=[CH:5][C:6]3=[CH:15][C:14]=2[C:13](=[O:16])[N:12]([CH3:17])[CH:11]=1)=[O:20]. Given the reactants [CH3:1][O:2][C:3]1[CH:4]=[CH:5][C:6]2[C:7]([CH:21]=1)=[N:8][C:9]1[C:10]([C:18]([OH:20])=O)=[CH:11][N:12]([CH3:17])[C:13](=[O:16])[C:14]=1[CH:15]=2.[CH:22]1[N:26]=[CH:25][N:24]([C:27](N2C=NC=C2)=O)[CH:23]=1, predict the reaction product. (5) Given the reactants [N:1]([CH2:4][CH2:5][O:6][C:7]1[CH:8]=[C:9]2[C:13](=[CH:14][CH:15]=1)[NH:12][N:11]=[C:10]2[S:16]([C:19]1[C:28]2[C:23](=[CH:24][CH:25]=[CH:26][CH:27]=2)[CH:22]=[CH:21][CH:20]=1)(=[O:18])=[O:17])=[N+]=[N-], predict the reaction product. The product is: [C:19]1([S:16]([C:10]2[C:9]3[C:13](=[CH:14][CH:15]=[C:7]([O:6][CH2:5][CH2:4][NH2:1])[CH:8]=3)[NH:12][N:11]=2)(=[O:17])=[O:18])[C:28]2[C:23](=[CH:24][CH:25]=[CH:26][CH:27]=2)[CH:22]=[CH:21][CH:20]=1. (6) Given the reactants Br[C:2]1[CH:9]=[CH:8][C:5]([CH:6]=[O:7])=[C:4]([F:10])[CH:3]=1.[C:11]([O:15][CH3:16])(=[O:14])[CH:12]=[CH2:13].C1(C)C=CC=CC=1P(C1C=CC=CC=1C)C1C=CC=CC=1C.C(N(CC)CC)C, predict the reaction product. The product is: [F:10][C:4]1[CH:3]=[C:2](/[CH:13]=[CH:12]/[C:11]([O:15][CH3:16])=[O:14])[CH:9]=[CH:8][C:5]=1[CH:6]=[O:7]. (7) Given the reactants [OH:1][CH2:2][CH:3]([CH2:15][O:16][CH3:17])[O:4][CH2:5][CH2:6][NH:7]C(=O)OC(C)(C)C.[ClH:18], predict the reaction product. The product is: [ClH:18].[NH2:7][CH2:6][CH2:5][O:4][CH:3]([CH2:15][O:16][CH3:17])[CH2:2][OH:1].